This data is from Forward reaction prediction with 1.9M reactions from USPTO patents (1976-2016). The task is: Predict the product of the given reaction. Given the reactants [C:1]([O:5][C:6]([N:8]1[C:12]2[CH:13]=[CH:14][C:15](Br)=[CH:16][C:11]=2[N:10]=[C:9]1[CH2:18][O:19][C:20]1[CH:25]=[CH:24][C:23]([C:26]([F:29])([F:28])[F:27])=[CH:22][CH:21]=1)=[O:7])([CH3:4])([CH3:3])[CH3:2].C([O-])(=O)C.[K+].[B:35]1([B:35]2[O:39][C:38]([CH3:41])([CH3:40])[C:37]([CH3:43])([CH3:42])[O:36]2)[O:39][C:38]([CH3:41])([CH3:40])[C:37]([CH3:43])([CH3:42])[O:36]1, predict the reaction product. The product is: [C:1]([O:5][C:6]([N:8]1[C:12]2[CH:13]=[CH:14][C:15]([B:35]3[O:39][C:38]([CH3:41])([CH3:40])[C:37]([CH3:43])([CH3:42])[O:36]3)=[CH:16][C:11]=2[N:10]=[C:9]1[CH2:18][O:19][C:20]1[CH:25]=[CH:24][C:23]([C:26]([F:29])([F:28])[F:27])=[CH:22][CH:21]=1)=[O:7])([CH3:4])([CH3:3])[CH3:2].